Dataset: Acute oral toxicity (LD50) regression data from Zhu et al.. Task: Regression/Classification. Given a drug SMILES string, predict its toxicity properties. Task type varies by dataset: regression for continuous values (e.g., LD50, hERG inhibition percentage) or binary classification for toxic/non-toxic outcomes (e.g., AMES mutagenicity, cardiotoxicity, hepatotoxicity). Dataset: ld50_zhu. (1) The compound is OCCCS. The rat oral LD50 is 2.90, given as -log10 of the dose in mol/kg body weight (higher means more acutely toxic). (2) The compound is O=c1[nH]c2cc(Cl)c(Br)cc2o1. The rat oral LD50 is 2.70, given as -log10 of the dose in mol/kg body weight (higher means more acutely toxic). (3) The molecule is OCCN(CCO)c1cccc(Cl)c1. The rat oral LD50 is 1.62, given as -log10 of the dose in mol/kg body weight (higher means more acutely toxic). (4) The molecule is CN(C)C(=O)c1ccccc1O. The rat oral LD50 is 1.86, given as -log10 of the dose in mol/kg body weight (higher means more acutely toxic). (5) The molecule is CCN(CC)C(=O)NC1CC2c3cccc4[nH]cc(c34)CC2N(C)C1. The rat oral LD50 is 3.53, given as -log10 of the dose in mol/kg body weight (higher means more acutely toxic). (6) The drug is C=C(OP(=O)(OC)OC)c1ccc(Cl)cc1Cl. The rat oral LD50 is 2.10, given as -log10 of the dose in mol/kg body weight (higher means more acutely toxic).